This data is from Catalyst prediction with 721,799 reactions and 888 catalyst types from USPTO. The task is: Predict which catalyst facilitates the given reaction. (1) Product: [C:1]([O:5][C:6]([N:8]1[CH2:13][CH2:12][CH:11]([O:14][C:15]2[CH:16]=[CH:17][C:18]([C:19]([O:21][C:25]3[CH:34]=[C:33]4[C:28]([CH2:29][CH2:30][N:31]([C:35]([O:37][C:38]([CH3:41])([CH3:40])[CH3:39])=[O:36])[CH2:32]4)=[CH:27][CH:26]=3)=[O:20])=[CH:22][CH:23]=2)[CH2:10][CH2:9]1)=[O:7])([CH3:4])([CH3:2])[CH3:3]. The catalyst class is: 166. Reactant: [C:1]([O:5][C:6]([N:8]1[CH2:13][CH2:12][CH:11]([O:14][C:15]2[CH:23]=[CH:22][C:18]([C:19]([OH:21])=[O:20])=[CH:17][CH:16]=2)[CH2:10][CH2:9]1)=[O:7])([CH3:4])([CH3:3])[CH3:2].O[C:25]1[CH:34]=[C:33]2[C:28]([CH2:29][CH2:30][N:31]([C:35]([O:37][C:38]([CH3:41])([CH3:40])[CH3:39])=[O:36])[CH2:32]2)=[CH:27][CH:26]=1.C1CCC(N=C=NC2CCCCC2)CC1. (2) Product: [CH:19]1([NH:25][C:13]([C:11]2[S:12][C:8]([C:5]3[C:4]([CH3:16])=[C:3]([C:2]([F:1])([F:18])[F:17])[O:7][N:6]=3)=[CH:9][CH:10]=2)=[O:15])[CH2:24][CH2:23][CH2:22][CH2:21][CH2:20]1. The catalyst class is: 66. Reactant: [F:1][C:2]([F:18])([F:17])[C:3]1[O:7][N:6]=[C:5]([C:8]2[S:12][C:11]([C:13]([OH:15])=O)=[CH:10][CH:9]=2)[C:4]=1[CH3:16].[CH:19]1([NH2:25])[CH2:24][CH2:23][CH2:22][CH2:21][CH2:20]1.C1COCC1.N1CCCCC1. (3) Reactant: Br[C:2]1[CH:7]=[CH:6][C:5]([C:8]2[N:9]=[C:10]3[CH:15]=[CH:14][C:13]([C:16]4[CH:21]=[CH:20][CH:19]=[CH:18][C:17]=4[F:22])=[N:12][N:11]3[CH:23]=2)=[CH:4][C:3]=1[N+:24]([O-:26])=[O:25].[C:27]([Si:29]([CH3:32])([CH3:31])[CH3:30])#[CH:28].C(N(CC)CC)C. Product: [F:22][C:17]1[CH:18]=[CH:19][CH:20]=[CH:21][C:16]=1[C:13]1[CH:14]=[CH:15][C:10]2[N:11]([CH:23]=[C:8]([C:5]3[CH:6]=[CH:7][C:2]([C:28]#[C:27][Si:29]([CH3:32])([CH3:31])[CH3:30])=[C:3]([N+:24]([O-:26])=[O:25])[CH:4]=3)[N:9]=2)[N:12]=1. The catalyst class is: 540. (4) The catalyst class is: 75. Product: [CH2:19]([O:18][C:4]1[C:5]([O:8][CH2:9][C:10]2[CH:15]=[CH:14][C:13]([O:16][CH3:17])=[CH:12][CH:11]=2)=[N:6][CH:7]=[C:2]([B:24]2[O:25][C:26]([CH3:28])([CH3:27])[C:22]([CH3:38])([CH3:21])[O:23]2)[CH:3]=1)[CH3:20]. Reactant: Br[C:2]1[CH:3]=[C:4]([O:18][CH2:19][CH3:20])[C:5]([O:8][CH2:9][C:10]2[CH:15]=[CH:14][C:13]([O:16][CH3:17])=[CH:12][CH:11]=2)=[N:6][CH:7]=1.[CH3:21][C:22]1([CH3:38])[C:26]([CH3:28])([CH3:27])[O:25][B:24]([B:24]2[O:25][C:26]([CH3:28])([CH3:27])[C:22]([CH3:38])([CH3:21])[O:23]2)[O:23]1.CC([O-])=O.[K+]. (5) Reactant: [CH3:1][C:2]([CH3:12])([CH2:10][OH:11])/[CH:3]=[CH:4]/[C:5]([O:7][CH2:8][CH3:9])=[O:6]. Product: [CH3:12][C:2]([CH:10]=[O:11])([CH3:1])[CH:3]=[CH:4][C:5]([O:7][CH2:8][CH3:9])=[O:6]. The catalyst class is: 4. (6) Reactant: [C:1]1(=[O:20])[N:5]([O:6][CH2:7][C:8]([O:10]C(C)(C)C)=[O:9])[C:4](=[O:15])[C:3]2=[CH:16][CH:17]=[CH:18][CH:19]=[C:2]12.FC(F)(F)C(O)=O. Product: [C:4]1(=[O:15])[N:5]([O:6][CH2:7][C:8]([OH:10])=[O:9])[C:1](=[O:20])[C:2]2=[CH:19][CH:18]=[CH:17][CH:16]=[C:3]12. The catalyst class is: 4. (7) Reactant: Cl[C:2]1[C:11]2[C:6](=[CH:7][CH:8]=[CH:9][CH:10]=2)[N:5]=[C:4]([C:12]2[CH:17]=[CH:16][CH:15]=[CH:14][CH:13]=2)[N:3]=1.[C:18](=[O:21])([O-])[O-].[K+].[K+]. Product: [C:12]1([C:4]2[N:3]=[C:2]([NH:5][C:6]3[CH:11]=[CH:10][CH:9]=[C:8]([O:21][CH3:18])[CH:7]=3)[C:11]3[C:6](=[CH:7][CH:8]=[CH:9][CH:10]=3)[N:5]=2)[CH:17]=[CH:16][CH:15]=[CH:14][CH:13]=1. The catalyst class is: 32. (8) Reactant: [NH2:1][C@H:2]([C:27]([N:29]1[CH2:34][CH2:33][O:32][CH2:31][CH2:30]1)=[O:28])[CH2:3][C:4]1[CH:26]=[CH:25][C:7]([O:8][C:9]2[S:10][C:11]([C:22]([NH2:24])=[O:23])=[C:12]3[C:20]=2[C:19]2[N:18]([CH3:21])[N:17]=[CH:16][C:15]=2[CH2:14][CH2:13]3)=[CH:6][CH:5]=1.[C:35](Cl)(=[O:37])[CH3:36].C(N(CC)CC)C.O. Product: [C:35]([NH:1][C@H:2]([C:27]([N:29]1[CH2:34][CH2:33][O:32][CH2:31][CH2:30]1)=[O:28])[CH2:3][C:4]1[CH:5]=[CH:6][C:7]([O:8][C:9]2[S:10][C:11]([C:22]([NH2:24])=[O:23])=[C:12]3[C:20]=2[C:19]2[N:18]([CH3:21])[N:17]=[CH:16][C:15]=2[CH2:14][CH2:13]3)=[CH:25][CH:26]=1)(=[O:37])[CH3:36]. The catalyst class is: 7. (9) Reactant: [CH3:1][O:2][C:3]1[CH:31]=[C:30]([O:32][CH3:33])[CH:29]=[CH:28][C:4]=1[CH2:5][N:6]1[C:13](=O)[C@H:12]2[N:15]([C:18]3[CH:27]=[CH:26][C:25]4[C:20](=[CH:21][CH:22]=[CH:23][CH:24]=4)[CH:19]=3)[C:16](=O)[C@@H:7]1[CH2:8][CH:9]=[CH:10][CH2:11]2. Product: [CH3:1][O:2][C:3]1[CH:31]=[C:30]([O:32][CH3:33])[CH:29]=[CH:28][C:4]=1[CH2:5][N:6]1[CH2:13][C@H:12]2[N:15]([C:18]3[CH:27]=[CH:26][C:25]4[C:20](=[CH:21][CH:22]=[CH:23][CH:24]=4)[CH:19]=3)[CH2:16][C@@H:7]1[CH2:8][CH:9]=[CH:10][CH2:11]2. The catalyst class is: 1.